This data is from Retrosynthesis with 50K atom-mapped reactions and 10 reaction types from USPTO. The task is: Predict the reactants needed to synthesize the given product. (1) The reactants are: CN(C[C@@H](CCN1CCC(N2CCCCC2=O)CC1)c1ccc(Cl)c(Cl)c1)C(=O)OC(C)(C)C. Given the product CNC[C@@H](CCN1CCC(N2CCCCC2=O)CC1)c1ccc(Cl)c(Cl)c1, predict the reactants needed to synthesize it. (2) The reactants are: CCOC(=O)[C@H](C)Oc1cc(Cl)nc(SCc2cccc(F)c2F)n1.NS(=O)(=O)N1CCC1. Given the product CCOC(=O)[C@H](C)Oc1cc(NS(=O)(=O)N2CCC2)nc(SCc2cccc(F)c2F)n1, predict the reactants needed to synthesize it. (3) Given the product CCC(=O)c1cnc2ccc(-c3cc(F)c(O)c(Cl)c3)cc2c1N[C@H]1CC[C@H](CN(C)C)CC1, predict the reactants needed to synthesize it. The reactants are: CC1(C)OB(c2cc(F)c(O)c(Cl)c2)OC1(C)C.CCC(=O)c1cnc2ccc(Br)cc2c1N[C@H]1CC[C@H](CN(C)C)CC1. (4) Given the product O=C(NCc1ccc(C(=O)C(F)(F)F)cc1)c1cccnc1Oc1cccnc1, predict the reactants needed to synthesize it. The reactants are: O=C(NCc1ccc(C(O)C(F)(F)F)cc1)c1cccnc1Oc1cccnc1. (5) Given the product COc1cccc(C(O)(C(=O)O[C@H]2CN3CCC2CC3)c2cccc(OC)c2)c1, predict the reactants needed to synthesize it. The reactants are: COc1cccc(C(O)(C(=O)O)c2cccc(OC)c2)c1.O[C@H]1CN2CCC1CC2. (6) Given the product COC(=O)CN(c1ccccc1C)S(=O)(=O)c1ccccc1C(=O)c1cc(OC)c2c(c1)OCO2, predict the reactants needed to synthesize it. The reactants are: COC(=O)CN(c1ccccc1C)S(=O)(=O)c1ccccc1C(O)c1cc(OC)c2c(c1)OCO2. (7) Given the product CCC(=O)Oc1cccc(NC(=O)CBr)c1, predict the reactants needed to synthesize it. The reactants are: CCC(=O)Cl.O=C(CBr)Nc1cccc(O)c1. (8) Given the product COCCOc1ccc2c(c1)[nH]c1c(C(=O)O)ncc(-c3cccc(NC(=O)OCc4ccccc4)c3C)c12, predict the reactants needed to synthesize it. The reactants are: CCOC(=O)c1ncc(-c2cccc(NC(=O)OCc3ccccc3)c2C)c2c1[nH]c1cc(OCCOC)ccc12.